This data is from Forward reaction prediction with 1.9M reactions from USPTO patents (1976-2016). The task is: Predict the product of the given reaction. Given the reactants [C:1]([O:5][C:6](=[O:25])[NH:7][C:8]1[CH:13]=[C:12]([O:14][CH2:15][CH2:16][CH3:17])[C:11]([C:18]([F:21])([F:20])[F:19])=[CH:10][C:9]=1[N+:22]([O-])=O)([CH3:4])([CH3:3])[CH3:2], predict the reaction product. The product is: [C:1]([O:5][C:6](=[O:25])[NH:7][C:8]1[CH:13]=[C:12]([O:14][CH2:15][CH2:16][CH3:17])[C:11]([C:18]([F:21])([F:20])[F:19])=[CH:10][C:9]=1[NH2:22])([CH3:2])([CH3:3])[CH3:4].